Predict the reactants needed to synthesize the given product. From a dataset of Full USPTO retrosynthesis dataset with 1.9M reactions from patents (1976-2016). (1) Given the product [F:22][C:15]([F:14])([F:21])[C:16]([C:3]1([CH2:1][CH3:2])[S:8][CH2:7][CH2:6][CH2:5][S:4]1)=[O:18], predict the reactants needed to synthesize it. The reactants are: [CH2:1]([CH:3]1[S:8][CH2:7][CH2:6][CH2:5][S:4]1)[CH3:2].C([Li])CCC.[F:14][C:15]([F:22])([F:21])[C:16]([O:18]CC)=O. (2) Given the product [CH3:1][N:2]([CH3:18])[S:3]([N:6]1[CH:10]=[C:9]([CH:27]=[O:28])[N:8]=[C:7]1[Si:11]([C:14]([CH3:15])([CH3:17])[CH3:16])([CH3:13])[CH3:12])(=[O:4])=[O:5], predict the reactants needed to synthesize it. The reactants are: [CH3:1][N:2]([CH3:18])[S:3]([N:6]1[CH:10]=[CH:9][N:8]=[C:7]1[Si:11]([C:14]([CH3:17])([CH3:16])[CH3:15])([CH3:13])[CH3:12])(=[O:5])=[O:4].C([Li])CCC.CN([CH:27]=[O:28])C. (3) Given the product [N:56]1([S:60]([NH:63][C:19](=[O:21])[C:18]2[CH:22]=[C:23]([CH:24]3[CH2:25][CH2:26]3)[C:15]([O:14][CH2:13][C:3]3([C:1]#[N:2])[CH2:4][CH2:12][CH2:8][CH2:9][CH2:10]3)=[CH:16][C:17]=2[F:27])(=[O:62])=[O:61])[CH2:59][CH2:58][CH2:57]1, predict the reactants needed to synthesize it. The reactants are: [C:1]([C:3]1([CH2:13][O:14][C:15]2[C:23]([CH:24]3[CH2:26][CH2:25]3)=[CH:22][C:18]([C:19]([OH:21])=O)=[C:17]([F:27])[CH:16]=2)[CH:10]2CC3C[CH:8]([CH2:12][CH:4]1C3)[CH2:9]2)#[N:2].C(C1(COC2C(C3CC3)=CC(C(O)=O)=C(F)C=2)CCCCC1)#N.CS(N)(=O)=O.[N:56]1([S:60]([NH2:63])(=[O:62])=[O:61])[CH2:59][CH2:58][CH2:57]1. (4) Given the product [C:8]([C:10]1[CH:11]=[C:12]([C:16]2[N:26]=[CH:25][CH:24]=[CH:23][C:17]=2[C:18]([O:20][CH2:21][CH3:22])=[O:19])[CH:13]=[CH:14][C:15]=1[O:4][CH2:1][CH:29]([CH3:30])[CH3:28])#[N:9], predict the reactants needed to synthesize it. The reactants are: [C:1](=[O:4])([O-])[O-].[K+].[K+].Cl.[C:8]([C:10]1[C:11](O)=[C:12]([C:16]2[N:26]=[CH:25][CH:24]=[CH:23][C:17]=2[C:18]([O:20][CH2:21][CH3:22])=[O:19])[CH:13]=[CH:14][CH:15]=1)#[N:9].[CH2:28](I)[CH:29](C)[CH3:30]. (5) The reactants are: [NH2:1][CH2:2][C:3]1[C:12](=[O:13])[C:11]2[C:6](=[CH:7][C:8]([Cl:14])=[CH:9][CH:10]=2)[N:5]([C:15]2[CH:20]=[CH:19][CH:18]=[CH:17][CH:16]=2)[CH:4]=1.[CH3:21][O:22][C:23]1[CH:39]=[CH:38][CH:37]=[CH:36][C:24]=1[CH2:25][N:26]1[CH:31]=[CH:30][C:29]([C:32](O)=[O:33])=[CH:28][C:27]1=[O:35]. Given the product [Cl:14][C:8]1[CH:7]=[C:6]2[C:11]([C:12](=[O:13])[C:3]([CH2:2][NH:1][C:32]([C:29]3[CH:30]=[CH:31][N:26]([CH2:25][C:24]4[CH:36]=[CH:37][CH:38]=[CH:39][C:23]=4[O:22][CH3:21])[C:27](=[O:35])[CH:28]=3)=[O:33])=[CH:4][N:5]2[C:15]2[CH:16]=[CH:17][CH:18]=[CH:19][CH:20]=2)=[CH:10][CH:9]=1, predict the reactants needed to synthesize it. (6) Given the product [Br:9][C:10]1[CH:11]=[C:12]([S:16][CH2:2][C:3]2([OH:1])[CH2:8][CH2:7][CH2:6][CH2:5][CH2:4]2)[CH:13]=[CH:14][CH:15]=1, predict the reactants needed to synthesize it. The reactants are: [O:1]1[C:3]2([CH2:8][CH2:7][CH2:6][CH2:5][CH2:4]2)[CH2:2]1.[Br:9][C:10]1[CH:11]=[C:12]([SH:16])[CH:13]=[CH:14][CH:15]=1. (7) Given the product [CH2:32]([S:34]([N:11]1[CH2:12][CH2:13][CH2:14][CH:9]([NH:8][C:6]2[C:5]([C:15]3[N:16]=[C:17]4[CH:23]=[CH:22][N:21]([CH2:24][O:25][CH2:26][CH2:27][Si:28]([CH3:30])([CH3:29])[CH3:31])[C:18]4=[N:19][CH:20]=3)=[CH:4][CH:3]=[C:2]([CH3:1])[N:7]=2)[CH2:10]1)(=[O:36])=[O:35])[CH3:33], predict the reactants needed to synthesize it. The reactants are: [CH3:1][C:2]1[N:7]=[C:6]([NH:8][CH:9]2[CH2:14][CH2:13][CH2:12][NH:11][CH2:10]2)[C:5]([C:15]2[N:16]=[C:17]3[CH:23]=[CH:22][N:21]([CH2:24][O:25][CH2:26][CH2:27][Si:28]([CH3:31])([CH3:30])[CH3:29])[C:18]3=[N:19][CH:20]=2)=[CH:4][CH:3]=1.[CH2:32]([S:34](Cl)(=[O:36])=[O:35])[CH3:33].CCN(C(C)C)C(C)C.